Dataset: Catalyst prediction with 721,799 reactions and 888 catalyst types from USPTO. Task: Predict which catalyst facilitates the given reaction. (1) Reactant: [CH3:1][N:2]=[C:3]=[S:4].[Cl:5][C:6]1[CH:7]=[C:8]([C:12]2[O:16][N:15]=[C:14]([CH:17]3[CH2:22][CH2:21][CH2:20][CH2:19][NH:18]3)[CH:13]=2)[CH:9]=[CH:10][CH:11]=1. Product: [CH3:1][NH:2][C:3]([N:18]1[CH2:19][CH2:20][CH2:21][CH2:22][CH:17]1[C:14]1[CH:13]=[C:12]([C:8]2[CH:9]=[CH:10][CH:11]=[C:6]([Cl:5])[CH:7]=2)[O:16][N:15]=1)=[S:4]. The catalyst class is: 2. (2) Reactant: [CH3:1][NH2:2].Cl[C:4]1[C:5]2[C:12]([C:13]3[CH:18]=[CH:17][C:16]([F:19])=[CH:15][CH:14]=3)=[C:11]([C:20]3[CH:21]=[N:22][C:23](Cl)=[CH:24][CH:25]=3)[O:10][C:6]=2[N:7]=[CH:8][N:9]=1.C([N:29]([CH2:32]C)CC)C. Product: [F:19][C:16]1[CH:17]=[CH:18][C:13]([C:12]2[C:5]3[C:4]([NH:2][CH3:1])=[N:9][CH:8]=[N:7][C:6]=3[O:10][C:11]=2[C:20]2[CH:21]=[N:22][C:23]([NH:29][CH3:32])=[CH:24][CH:25]=2)=[CH:14][CH:15]=1. The catalyst class is: 357. (3) Reactant: [NH2:1][C:2](=O)[CH2:3][N:4]1[C:9](=[N:10]S(C2C=CC(C)=CC=2)(=O)=O)[CH:8]=[CH:7][C:6]([O:21][C:22]2[CH:23]=[C:24]([NH:29][C:30]([C:32]3[N:36]([CH3:37])[N:35]=[C:34]([CH3:38])[CH:33]=3)=[O:31])[CH:25]=[C:26]([CH3:28])[CH:27]=2)=[CH:5]1.FC(F)(F)C(OC(=O)C(F)(F)F)=O. Product: [NH2:1][C:2]1[N:10]=[C:9]2[CH:8]=[CH:7][C:6]([O:21][C:22]3[CH:23]=[C:24]([NH:29][C:30]([C:32]4[N:36]([CH3:37])[N:35]=[C:34]([CH3:38])[CH:33]=4)=[O:31])[CH:25]=[C:26]([CH3:28])[CH:27]=3)=[CH:5][N:4]2[CH:3]=1. The catalyst class is: 4. (4) Reactant: [F:1][C:2]1[CH:7]=[CH:6][C:5]([CH2:8][CH2:9][N:10]2[CH:14]=[CH:13][C:12]([C:15]3[S:16][C:17]([C:21]([OH:23])=O)=[C:18]([CH3:20])[N:19]=3)=[N:11]2)=[CH:4][CH:3]=1.[N:24]1[CH:29]=[CH:28][CH:27]=[C:26]([CH2:30][CH2:31][NH2:32])[CH:25]=1.C(N(CC)C(C)C)(C)C. Product: [N:24]1[CH:29]=[CH:28][CH:27]=[C:26]([CH2:30][CH2:31][NH:32][C:21]([C:17]2[S:16][C:15]([C:12]3[CH:13]=[CH:14][N:10]([CH2:9][CH2:8][C:5]4[CH:4]=[CH:3][C:2]([F:1])=[CH:7][CH:6]=4)[N:11]=3)=[N:19][C:18]=2[CH3:20])=[O:23])[CH:25]=1. The catalyst class is: 2. (5) Reactant: C[O:2][C:3]([C:5]1[CH:22]=[C:21]([C:23]([OH:25])=[O:24])[CH:20]=[C:19]2[C:6]=1[C@@:7]1([CH3:31])[C@H:16]([CH2:17][S:18]2(=[O:27])=[O:26])[C@:15]2([CH3:28])[C@H:10]([C:11]([CH3:30])([CH3:29])[CH2:12][CH2:13][CH2:14]2)[CH2:9][CH2:8]1)=[O:4].O[Li].O. Product: [CH3:31][C@@:7]12[CH2:8][CH2:9][C@@H:10]3[C@:15]([CH3:28])([CH2:14][CH2:13][CH2:12][C:11]3([CH3:29])[CH3:30])[C@H:16]1[CH2:17][S:18](=[O:26])(=[O:27])[C:19]1[C:6]2=[C:5]([C:3]([OH:4])=[O:2])[CH:22]=[C:21]([C:23]([OH:25])=[O:24])[CH:20]=1. The catalyst class is: 24. (6) Reactant: CCN(C(C)C)C(C)C.[OH:10][C:11]1[CH:12]=[CH:13][CH:14]=[C:15]2[C:20]=1[O:19][C:18](=[O:21])[C:17]([C:22]([OH:24])=O)=[CH:16]2.CN(C(ON1N=NC2C=CC=NC1=2)=[N+](C)C)C.F[P-](F)(F)(F)(F)F.[CH3:49][C:50]1[C:54]([C:55]2[CH:56]=[C:57]([NH2:61])[CH:58]=[CH:59][CH:60]=2)=[C:53]([CH3:62])[O:52][N:51]=1. Product: [CH3:49][C:50]1[C:54]([C:55]2[CH:56]=[C:57]([NH:61][C:22]([C:17]3[C:18](=[O:21])[O:19][C:20]4[C:15]([CH:16]=3)=[CH:14][CH:13]=[CH:12][C:11]=4[OH:10])=[O:24])[CH:58]=[CH:59][CH:60]=2)=[C:53]([CH3:62])[O:52][N:51]=1. The catalyst class is: 3.